Dataset: Catalyst prediction with 721,799 reactions and 888 catalyst types from USPTO. Task: Predict which catalyst facilitates the given reaction. (1) Reactant: [O:1]1[CH:5]=[CH:4][CH:3]=[C:2]1[C:6]1[N:7]=[C:8]([NH:17][C:18]([C:20]2[CH:25]=[CH:24][N:23]=[CH:22][CH:21]=2)=[O:19])[S:9][C:10]=1[C:11](=[O:16])N(OC)C.[CH2:26]([Mg]Br)[CH3:27].[Cl-].[NH4+]. Product: [O:1]1[CH:5]=[CH:4][CH:3]=[C:2]1[C:6]1[N:7]=[C:8]([NH:17][C:18]([C:20]2[CH:21]=[CH:22][N:23]=[CH:24][CH:25]=2)=[O:19])[S:9][C:10]=1[C:11](=[O:16])[CH2:26][CH3:27]. The catalyst class is: 1. (2) Reactant: C(OP([C:9]([O:25][CH3:26])([O:23][CH3:24])[CH2:10][CH2:11][C:12]1[CH:22]=[CH:21][C:15]([C:16]([O:18][CH2:19][CH3:20])=[O:17])=[CH:14][CH:13]=1)(OCC)=O)C.[Li]CCCC.[CH3:32][C:33]1[S:37][C:36]([C:38]2[C:47]3[C:42](=[CH:43][CH:44]=[C:45]([CH:48]=O)[CH:46]=3)[C:41]([CH3:51])([CH3:50])[CH2:40][CH:39]=2)=[CH:35][CH:34]=1.CC1SC(C2C3C(=CC=C(C=O)C=3)C(CC)(CC)CC=2)=CC=1. Product: [CH3:26][O:25][CH:9]([O:23][CH3:24])[CH2:10]/[C:11](/[C:12]1[CH:13]=[CH:14][C:15]([C:16]([O:18][CH2:19][CH3:20])=[O:17])=[CH:21][CH:22]=1)=[CH:48]\[C:45]1[CH:46]=[C:47]2[C:42]([C:41]([CH3:51])([CH3:50])[CH2:40][CH:39]=[C:38]2[C:36]2[S:37][C:33]([CH3:32])=[CH:34][CH:35]=2)=[CH:43][CH:44]=1. The catalyst class is: 116. (3) Reactant: P(Cl)(Cl)([Cl:3])=O.O[C:7]1[C:12]([C:13]([O:15][CH2:16][CH3:17])=[O:14])=[CH:11][N:10]=[C:9]([CH3:18])[N:8]=1. Product: [Cl:3][C:7]1[C:12]([C:13]([O:15][CH2:16][CH3:17])=[O:14])=[CH:11][N:10]=[C:9]([CH3:18])[N:8]=1. The catalyst class is: 66. (4) Reactant: Br[CH2:2][C:3]1[C:8]([CH3:9])=[CH:7][CH:6]=[CH:5][C:4]=1[N:10]1[C:14](=[O:15])[N:13]([CH3:16])[N:12]=[N:11]1.[Br:17][C:18]1[CH:23]=[CH:22][C:21]([N:24]2[CH:28]=[CH:27][C:26]([OH:29])=[N:25]2)=[CH:20][CH:19]=1.C(=O)([O-])[O-].[K+].[K+].C(#N)C. Product: [Br:17][C:18]1[CH:19]=[CH:20][C:21]([N:24]2[CH:28]=[CH:27][C:26]([O:29][CH2:2][C:3]3[C:8]([CH3:9])=[CH:7][CH:6]=[CH:5][C:4]=3[N:10]3[C:14](=[O:15])[N:13]([CH3:16])[N:12]=[N:11]3)=[N:25]2)=[CH:22][CH:23]=1. The catalyst class is: 6. (5) Reactant: [CH3:1][N:2]([CH2:4][CH2:5][CH2:6][C:7]1([C:18]2[CH:19]=[CH:20][C:21]([F:24])=[CH:22][CH:23]=2)[O:15][CH2:14][C:13]2[CH:12]=[C:11]([C:16]#[N:17])[CH:10]=[CH:9][C:8]1=2)[CH3:3].Br.O.[OH-].[Na+]. Product: [CH3:1][N:2]([CH2:4][CH2:5][CH2:6][C:7]1([C:18]2[CH:23]=[CH:22][C:21]([F:24])=[CH:20][CH:19]=2)[O:15][CH2:14][C:13]2[CH:12]=[C:11]([C:16]#[N:17])[CH:10]=[CH:9][C:8]1=2)[CH3:3]. The catalyst class is: 11. (6) Reactant: [CH2:1]([O:3]CC)C.Br[C:7]1[CH:8]=[CH:9][C:10]([CH2:13][O:14][C:15]2[CH:20]=[CH:19][CH:18]=[CH:17][CH:16]=2)=[N:11][CH:12]=1.C([Li])CCC.CN(C)C=O. Product: [O:14]([CH2:13][C:10]1[N:11]=[CH:12][C:7]([CH:1]=[O:3])=[CH:8][CH:9]=1)[C:15]1[CH:20]=[CH:19][CH:18]=[CH:17][CH:16]=1. The catalyst class is: 6. (7) Reactant: [CH3:1][Mg]Br.[NH2:4][C:5]1[C:10]2=[C:11]([C:28]3[CH:33]=[CH:32][C:31]([NH:34][C:35]([NH:37][C:38]4[CH:43]=[C:42]([C:44]([F:47])([F:46])[F:45])[CH:41]=[CH:40][N:39]=4)=[O:36])=[CH:30][CH:29]=3)[C:12]([C:22](N(OC)C)=[O:23])=[C:13]([CH2:14][N:15]3[CH2:20][CH2:19][N:18]([CH3:21])[CH2:17][CH2:16]3)[N:9]2[N:8]=[CH:7][N:6]=1. Product: [C:22]([C:12]1[C:11]([C:28]2[CH:29]=[CH:30][C:31]([NH:34][C:35]([NH:37][C:38]3[CH:43]=[C:42]([C:44]([F:45])([F:47])[F:46])[CH:41]=[CH:40][N:39]=3)=[O:36])=[CH:32][CH:33]=2)=[C:10]2[N:9]([C:13]=1[CH2:14][N:15]1[CH2:20][CH2:19][N:18]([CH3:21])[CH2:17][CH2:16]1)[N:8]=[CH:7][N:6]=[C:5]2[NH2:4])(=[O:23])[CH3:1]. The catalyst class is: 1.